Dataset: Forward reaction prediction with 1.9M reactions from USPTO patents (1976-2016). Task: Predict the product of the given reaction. (1) Given the reactants [CH2:1]([O:3][C:4]([C:6]1[C:13]2[C:12]([CH3:15])([CH3:14])[O:11][C:10]([CH3:17])([CH3:16])[C:9]=2[S:8][C:7]=1[NH2:18])=[O:5])[CH3:2].[F:19][C:20]1[CH:28]=[CH:27][C:23]([C:24](Cl)=[O:25])=[C:22]([C:29]([F:32])([F:31])[F:30])[CH:21]=1, predict the reaction product. The product is: [F:19][C:20]1[CH:28]=[CH:27][C:23]([C:24]([NH:18][C:7]2[S:8][C:9]3[C:10]([CH3:17])([CH3:16])[O:11][C:12]([CH3:15])([CH3:14])[C:13]=3[C:6]=2[C:4]([O:3][CH2:1][CH3:2])=[O:5])=[O:25])=[C:22]([C:29]([F:30])([F:31])[F:32])[CH:21]=1. (2) Given the reactants [C:1]([C:5]1[CH:9]=[C:8]([NH:10][C:11]([NH:13][C@@H:14]2[C:23]3[C:18](=[CH:19][CH:20]=[CH:21][CH:22]=3)[C@H:17]([O:24][C:25]3[CH:26]=[CH:27][C:28]4[N:29]([C:31]([N:34]5[CH2:39][CH2:38][CH2:37][CH2:36][C@@H:35]5[CH3:40])=[N:32][N:33]=4)[CH:30]=3)[CH2:16][CH2:15]2)=[O:12])[N:7]([C:41]2[CH:42]=[C:43]([CH2:47][CH2:48][O:49]S(C)(=O)=O)[CH:44]=[CH:45][CH:46]=2)[N:6]=1)([CH3:4])([CH3:3])[CH3:2].[CH3:54][N:55]1[CH2:60][CH2:59][NH:58][CH2:57][CH2:56]1.C1C[O:64]CC1, predict the reaction product. The product is: [CH:48]([OH:49])=[O:64].[C:1]([C:5]1[CH:9]=[C:8]([NH:10][C:11]([NH:13][C@@H:14]2[C:23]3[C:18](=[CH:19][CH:20]=[CH:21][CH:22]=3)[C@H:17]([O:24][C:25]3[CH:26]=[CH:27][C:28]4[N:29]([C:31]([N:34]5[CH2:39][CH2:38][CH2:37][CH2:36][C@@H:35]5[CH3:40])=[N:32][N:33]=4)[CH:30]=3)[CH2:16][CH2:15]2)=[O:12])[N:7]([C:41]2[CH:46]=[CH:45][CH:44]=[C:43]([CH2:47][CH2:48][N:58]3[CH2:59][CH2:60][N:55]([CH3:54])[CH2:56][CH2:57]3)[CH:42]=2)[N:6]=1)([CH3:3])([CH3:2])[CH3:4]. (3) Given the reactants [C:1](=[N:8][NH:9][C:10]([NH2:12])=S)([C:3]1[CH:7]=[CH:6][S:5][CH:4]=1)[CH3:2].C([N-]C(C)C)(C)C.[Li+].Cl, predict the reaction product. The product is: [NH2:12][C:10]1[NH:9][N:8]=[C:1]([C:3]2[CH:7]=[CH:6][S:5][CH:4]=2)[CH:2]=1. (4) Given the reactants [CH3:1][C:2]1[N:3]([C@@H:11]([CH3:15])[C:12]([OH:14])=O)[CH:4]=[C:5]([C:7]([F:10])([F:9])[F:8])[N:6]=1.C(Cl)(=O)C(Cl)=O.[F:22][C:23]1[CH:28]=[CH:27][C:26]([N:29]2[C:37]3[CH2:36][CH2:35][CH2:34][NH:33][C:32]=3[CH:31]=[N:30]2)=[CH:25][CH:24]=1.CCN(CC)CC, predict the reaction product. The product is: [F:22][C:23]1[CH:24]=[CH:25][C:26]([N:29]2[C:37]3[CH2:36][CH2:35][CH2:34][N:33]([C:12](=[O:14])[C@@H:11]([N:3]4[CH:4]=[C:5]([C:7]([F:8])([F:9])[F:10])[N:6]=[C:2]4[CH3:1])[CH3:15])[C:32]=3[CH:31]=[N:30]2)=[CH:27][CH:28]=1. (5) Given the reactants [F:1][C:2]([F:9])([F:8])[C:3]([O:5]CC)=O.[C:10](#[N:12])[CH3:11].[H-].[Na+], predict the reaction product. The product is: [F:9][C:2]([F:1])([F:8])[C:3](=[O:5])[CH2:11][C:10]#[N:12]. (6) Given the reactants [F:1][C:2]([F:28])([F:27])[O:3][C:4]1[CH:9]=[CH:8][C:7]([N:10]2[CH:14]=[N:13][C:12]([C:15]3[CH:20]=[CH:19][C:18]([CH:21]([CH3:26])[CH2:22][C:23]([OH:25])=O)=[CH:17][CH:16]=3)=[N:11]2)=[CH:6][CH:5]=1.C(N(CC)CC)C.P([N:52]=[N+:53]=[N-:54])(=O)(OC1C=CC=CC=1)OC1C=CC=CC=1, predict the reaction product. The product is: [F:1][C:2]([F:28])([F:27])[O:3][C:4]1[CH:5]=[CH:6][C:7]([N:10]2[CH:14]=[N:13][C:12]([C:15]3[CH:20]=[CH:19][C:18]([CH:21]([CH3:26])[CH2:22][C:23]([N:52]=[N+:53]=[N-:54])=[O:25])=[CH:17][CH:16]=3)=[N:11]2)=[CH:8][CH:9]=1. (7) The product is: [Br:1][C:2]1[CH:18]=[CH:17][C:5]2[N:6]([CH:10]3[CH2:11][CH2:12][CH:13]([OH:16])[CH2:14][CH2:15]3)[CH2:7][CH2:8][O:9][C:4]=2[CH:3]=1. Given the reactants [Br:1][C:2]1[CH:18]=[CH:17][C:5]2[N:6]([CH:10]3[CH2:15][CH2:14][C:13](=[O:16])[CH2:12][CH2:11]3)[CH2:7][CH2:8][O:9][C:4]=2[CH:3]=1.[BH4-].[Na+], predict the reaction product.